Dataset: Full USPTO retrosynthesis dataset with 1.9M reactions from patents (1976-2016). Task: Predict the reactants needed to synthesize the given product. Given the product [CH2:3]([N:10]1[C:15](=[O:16])[C:14]([CH3:17])=[C:13]([SH:1])[NH:12][C:11]1=[O:19])[C:4]1[CH:9]=[CH:8][CH:7]=[CH:6][CH:5]=1, predict the reactants needed to synthesize it. The reactants are: [SH-:1].[Na+].[CH2:3]([N:10]1[C:15](=[O:16])[C:14]([CH3:17])=[C:13](Cl)[NH:12][C:11]1=[O:19])[C:4]1[CH:9]=[CH:8][CH:7]=[CH:6][CH:5]=1.Cl.